This data is from Merck oncology drug combination screen with 23,052 pairs across 39 cell lines. The task is: Regression. Given two drug SMILES strings and cell line genomic features, predict the synergy score measuring deviation from expected non-interaction effect. (1) Drug 1: CN1C(=O)C=CC2(C)C3CCC4(C)C(NC(=O)OCC(F)(F)F)CCC4C3CCC12. Drug 2: CN(Cc1cnc2nc(N)nc(N)c2n1)c1ccc(C(=O)NC(CCC(=O)O)C(=O)O)cc1. Cell line: LNCAP. Synergy scores: synergy=-8.63. (2) Drug 1: C=CCn1c(=O)c2cnc(Nc3ccc(N4CCN(C)CC4)cc3)nc2n1-c1cccc(C(C)(C)O)n1. Drug 2: Cn1c(=O)n(-c2ccc(C(C)(C)C#N)cc2)c2c3cc(-c4cnc5ccccc5c4)ccc3ncc21. Cell line: LOVO. Synergy scores: synergy=16.2. (3) Drug 1: N#Cc1ccc(Cn2cncc2CN2CCN(c3cccc(Cl)c3)C(=O)C2)cc1. Drug 2: O=C(NOCC(O)CO)c1ccc(F)c(F)c1Nc1ccc(I)cc1F. Cell line: NCIH1650. Synergy scores: synergy=4.41. (4) Drug 1: CC(=O)OC1C(=O)C2(C)C(O)CC3OCC3(OC(C)=O)C2C(OC(=O)c2ccccc2)C2(O)CC(OC(=O)C(O)C(NC(=O)c3ccccc3)c3ccccc3)C(C)=C1C2(C)C. Drug 2: C#Cc1cccc(Nc2ncnc3cc(OCCOC)c(OCCOC)cc23)c1. Cell line: DLD1. Synergy scores: synergy=28.4. (5) Drug 1: NC1(c2ccc(-c3nc4ccn5c(=O)[nH]nc5c4cc3-c3ccccc3)cc2)CCC1. Drug 2: CC1(c2nc3c(C(N)=O)cccc3[nH]2)CCCN1. Cell line: HT144. Synergy scores: synergy=6.10. (6) Drug 1: CS(=O)(=O)CCNCc1ccc(-c2ccc3ncnc(Nc4ccc(OCc5cccc(F)c5)c(Cl)c4)c3c2)o1. Drug 2: NC1CCCCC1N.O=C(O)C(=O)O.[Pt+2]. Cell line: HT29. Synergy scores: synergy=-16.5. (7) Drug 1: O=S1(=O)NC2(CN1CC(F)(F)F)C1CCC2Cc2cc(C=CCN3CCC(C(F)(F)F)CC3)ccc2C1. Drug 2: O=C(NOCC(O)CO)c1ccc(F)c(F)c1Nc1ccc(I)cc1F. Cell line: UACC62. Synergy scores: synergy=4.69. (8) Drug 2: CCc1c2c(nc3ccc(O)cc13)-c1cc3c(c(=O)n1C2)COC(=O)C3(O)CC. Synergy scores: synergy=8.45. Cell line: SKMEL30. Drug 1: Cn1nnc2c(C(N)=O)ncn2c1=O. (9) Drug 2: CCc1cnn2c(NCc3ccc[n+]([O-])c3)cc(N3CCCCC3CCO)nc12. Drug 1: COc1cc(C2c3cc4c(cc3C(OC3OC5COC(C)OC5C(O)C3O)C3COC(=O)C23)OCO4)cc(OC)c1O. Synergy scores: synergy=-0.635. Cell line: DLD1.